Predict the reaction yield, written as a fraction of the theoretical maximum amount of product (1.0 means a 100% yield; for example, 0.34 means a 34% yield). From a dataset of Reaction yield outcomes from USPTO patents with 853,638 reactions. The reactants are [N+:1]([C:4]1[CH:8]=[C:7]([CH2:9][OH:10])[NH:6][N:5]=1)([O-:3])=[O:2].C(=O)([O-])[O-].[Cs+].[Cs+].[Br:17][CH:18](Br)[CH3:19].OP([O-])(O)=O.[K+]. The catalyst is O.C(OCC)(=O)C.CN(C=O)C. The product is [Br:17][CH2:18][CH2:19][N:6]1[C:7]([CH2:9][OH:10])=[CH:8][C:4]([N+:1]([O-:3])=[O:2])=[N:5]1. The yield is 0.860.